From a dataset of Forward reaction prediction with 1.9M reactions from USPTO patents (1976-2016). Predict the product of the given reaction. Given the reactants [O:1]=[C:2]1[NH:7][C:6]2[CH:8]=[C:9]([C:11]3[CH:16]=[CH:15][CH:14]=[CH:13][CH:12]=3)[S:10][C:5]=2[C:4](=[O:17])[N:3]1[CH:18]1[CH2:23][CH2:22][N:21]([C:24]([O:26][C:27]([CH3:30])([CH3:29])[CH3:28])=[O:25])[CH2:20][CH2:19]1.Cl[CH2:32][C:33]1[N:34]=[C:35]([CH2:38][CH3:39])[O:36][CH:37]=1.C(=O)([O-])[O-].[K+].[K+], predict the reaction product. The product is: [CH2:38]([C:35]1[O:36][CH:37]=[C:33]([CH2:32][N:7]2[C:6]3[CH:8]=[C:9]([C:11]4[CH:16]=[CH:15][CH:14]=[CH:13][CH:12]=4)[S:10][C:5]=3[C:4](=[O:17])[N:3]([CH:18]3[CH2:23][CH2:22][N:21]([C:24]([O:26][C:27]([CH3:30])([CH3:29])[CH3:28])=[O:25])[CH2:20][CH2:19]3)[C:2]2=[O:1])[N:34]=1)[CH3:39].